From a dataset of Peptide-MHC class II binding affinity with 134,281 pairs from IEDB. Regression. Given a peptide amino acid sequence and an MHC pseudo amino acid sequence, predict their binding affinity value. This is MHC class II binding data. The peptide sequence is GTVVLTATFALGAAL. The MHC is HLA-DPA10201-DPB10101 with pseudo-sequence HLA-DPA10201-DPB10101. The binding affinity (normalized) is 0.